Predict the product of the given reaction. From a dataset of Forward reaction prediction with 1.9M reactions from USPTO patents (1976-2016). (1) Given the reactants Cl[C:2]1[CH:7]=[C:6]([NH:8][NH2:9])[N:5]=[CH:4][N:3]=1.Cl.[F:11][C:12]1([F:18])[CH2:17][CH2:16][NH:15][CH2:14][CH2:13]1.C(N(C(C)C)C(C)C)C.FC(F)(F)C(O)=O.CN([CH:38]=[C:39]([N:45]1[CH:49]=[C:48]([C:50]#[N:51])[N:47]=[CH:46]1)[C:40](OCC)=[O:41])C, predict the reaction product. The product is: [F:11][C:12]1([F:18])[CH2:17][CH2:16][N:15]([C:2]2[N:3]=[CH:4][N:5]=[C:6]([N:8]3[C:40](=[O:41])[C:39]([N:45]4[CH:49]=[C:48]([C:50]#[N:51])[N:47]=[CH:46]4)=[CH:38][NH:9]3)[CH:7]=2)[CH2:14][CH2:13]1. (2) Given the reactants [Cl:1][C:2]1[C:7]([C:8]2[CH:13]=[CH:12][N:11]=[CH:10][C:9]=2[NH:14][CH3:15])=[CH:6][CH:5]=[CH:4][N:3]=1.[CH3:16][S:17]([C:20]1[CH:21]=[C:22]([CH:26]=[C:27]([C:29]([F:32])([F:31])[F:30])[CH:28]=1)[C:23]([OH:25])=O)(=[O:19])=[O:18], predict the reaction product. The product is: [Cl:1][C:2]1[C:7]([C:8]2[CH:13]=[CH:12][N:11]=[CH:10][C:9]=2[N:14]([CH3:15])[C:23](=[O:25])[C:22]2[CH:26]=[C:27]([C:29]([F:32])([F:31])[F:30])[CH:28]=[C:20]([S:17]([CH3:16])(=[O:18])=[O:19])[CH:21]=2)=[CH:6][CH:5]=[CH:4][N:3]=1. (3) Given the reactants [CH3:1][O:2][C:3]([CH:5]1[CH2:9][CH:8]([O:10][CH3:11])[CH:7]([C:12]#[N:13])[CH2:6]1)=[O:4].C(O)C.C(Cl)(Cl)[Cl:18], predict the reaction product. The product is: [ClH:18].[CH3:1][O:2][C:3]([CH:5]1[CH2:9][CH:8]([O:10][CH3:11])[CH:7]([CH2:12][NH2:13])[CH2:6]1)=[O:4].